Predict which catalyst facilitates the given reaction. From a dataset of Catalyst prediction with 721,799 reactions and 888 catalyst types from USPTO. (1) Reactant: C(=O)=O.CC(C)=O.[Cl:8][C:9]1[CH:29]=[CH:28][C:12]2[N:13]([CH3:27])[C:14](=[O:26])[CH2:15][N:16]=[C:17]([C:18]3[CH:23]=[CH:22][C:21]([O:24][CH3:25])=[CH:20][CH:19]=3)[C:11]=2[CH:10]=1.CC([O-])(C)C.[K+].[CH3:36][C:37]1[CH:44]=[CH:43][CH:42]=[CH:41][C:38]=1[CH2:39]Br. Product: [Cl:8][C:9]1[CH:29]=[CH:28][C:12]2[N:13]([CH3:27])[C:14](=[O:26])[CH:15]([CH2:36][C:37]3[CH:44]=[CH:43][CH:42]=[CH:41][C:38]=3[CH3:39])[N:16]=[C:17]([C:18]3[CH:19]=[CH:20][C:21]([O:24][CH3:25])=[CH:22][CH:23]=3)[C:11]=2[CH:10]=1. The catalyst class is: 1. (2) Reactant: [O:1]([CH2:5][CH3:6])[C:2]([S-:4])=S.[K+].[NH2:8][C:9]1C=C[C:12]([O:15][CH3:16])=[CH:11][C:10]=1O. Product: [SH:4][C:2]1[O:1][C:5]2[CH:6]=[C:12]([O:15][CH3:16])[CH:11]=[CH:10][C:9]=2[N:8]=1. The catalyst class is: 8. (3) Reactant: Br[C:2]1[CH:7]=[CH:6][C:5]([S:8]([C:11]2[CH:12]=[CH:13][C:14]([CH3:27])=[C:15]([S:17]([NH:20][CH:21]3[CH2:26][CH2:25][O:24][CH2:23][CH2:22]3)(=[O:19])=[O:18])[CH:16]=2)(=[O:10])=[O:9])=[CH:4][CH:3]=1.C([Sn](CCCC)(CCCC)[C:33]([O:35]CC)=[CH2:34])CCC. Product: [C:33]([C:2]1[CH:3]=[CH:4][C:5]([S:8]([C:11]2[CH:12]=[CH:13][C:14]([CH3:27])=[C:15]([S:17]([NH:20][CH:21]3[CH2:26][CH2:25][O:24][CH2:23][CH2:22]3)(=[O:18])=[O:19])[CH:16]=2)(=[O:10])=[O:9])=[CH:6][CH:7]=1)(=[O:35])[CH3:34]. The catalyst class is: 741. (4) Reactant: C([C:4]1[CH:5]=[CH:6][C:7]2[O:12][CH2:11][CH:10]([C:13]([O:15][CH2:16][CH3:17])=[O:14])[O:9][C:8]=2[CH:18]=1)(=O)C.ClC1C=CC=[C:22]([C:26]([O:28]O)=[O:27])C=1. Product: [C:26]([O:28][C:4]1[CH:5]=[CH:6][C:7]2[O:12][CH2:11][CH:10]([C:13]([O:15][CH2:16][CH3:17])=[O:14])[O:9][C:8]=2[CH:18]=1)(=[O:27])[CH3:22]. The catalyst class is: 4. (5) Reactant: C([O:3][C:4](=[O:22])[C:5]1[CH:10]=[CH:9][CH:8]=[C:7]([N:11]2[CH2:21][CH2:20][C:14]3[N:15]=[C:16]([NH2:19])[N:17]=[CH:18][C:13]=3[CH2:12]2)[CH:6]=1)C.[OH-].[Na+]. Product: [NH2:19][C:16]1[N:17]=[CH:18][C:13]2[CH2:12][N:11]([C:7]3[CH:6]=[C:5]([CH:10]=[CH:9][CH:8]=3)[C:4]([OH:22])=[O:3])[CH2:21][CH2:20][C:14]=2[N:15]=1. The catalyst class is: 12. (6) Reactant: [CH2:1]([O:3][C:4]([C:6]1[CH:7]=[N:8][N:9]([CH3:14])[C:10]=1[C:11](O)=[O:12])=[O:5])[CH3:2].C(N1C=CN=C1)([N:17]1C=CN=C1)=O.N. Product: [C:11]([C:10]1[N:9]([CH3:14])[N:8]=[CH:7][C:6]=1[C:4]([O:3][CH2:1][CH3:2])=[O:5])(=[O:12])[NH2:17]. The catalyst class is: 1. (7) Reactant: [Cu](C#N)C#N.[C:6]([Mg]Cl)([CH3:9])([CH3:8])[CH3:7].Br[C:13]1[CH:14]=[CH:15][C:16]([NH:19][C:20](=[O:26])[O:21][C:22]([CH3:25])([CH3:24])[CH3:23])=[N:17][CH:18]=1. Product: [C:6]([C:13]1[CH:14]=[CH:15][C:16]([NH:19][C:20](=[O:26])[O:21][C:22]([CH3:25])([CH3:24])[CH3:23])=[N:17][CH:18]=1)([CH3:9])([CH3:8])[CH3:7]. The catalyst class is: 7. (8) Reactant: C(P(C(C)(C)C)C(C)(C)C)(C)(C)C.CCCCCC.Br[C:21]1[CH:22]=[C:23]2[C:28](=[CH:29][CH:30]=1)[N:27]([CH2:31][CH2:32][N:33]([CH3:37])[CH2:34][CH2:35][OH:36])[CH2:26][CH2:25][CH2:24]2.C[Si]([N-:42][Si](C)(C)C)(C)C.[Li+]. Product: [NH2:42][C:21]1[CH:22]=[C:23]2[C:28](=[CH:29][CH:30]=1)[N:27]([CH2:31][CH2:32][N:33]([CH3:37])[CH2:34][CH2:35][OH:36])[CH2:26][CH2:25][CH2:24]2. The catalyst class is: 443. (9) Reactant: [NH2:1][C:2]1[CH:7]=[CH:6][CH:5]=[CH:4][C:3]=1[CH:8]1[C:17]([CH3:19])([CH3:18])[CH2:16][C:15]2[C:10](=[CH:11][CH:12]=[C:13]([C:20]([O:22][CH3:23])=[O:21])[CH:14]=2)[NH:9]1.[CH:24]1([C:28](O)=[O:29])[CH2:27][CH2:26][CH2:25]1.C(N(CC)C(C)C)(C)C.P(Cl)(Cl)(Cl)=O. Product: [CH:24]1([C:28]([NH:1][C:2]2[CH:7]=[CH:6][CH:5]=[CH:4][C:3]=2[CH:8]2[C:17]([CH3:18])([CH3:19])[CH2:16][C:15]3[C:10](=[CH:11][CH:12]=[C:13]([C:20]([O:22][CH3:23])=[O:21])[CH:14]=3)[NH:9]2)=[O:29])[CH2:27][CH2:26][CH2:25]1. The catalyst class is: 4.